Regression/Classification. Given a drug SMILES string, predict its absorption, distribution, metabolism, or excretion properties. Task type varies by dataset: regression for continuous measurements (e.g., permeability, clearance, half-life) or binary classification for categorical outcomes (e.g., BBB penetration, CYP inhibition). Dataset: cyp2c19_veith. From a dataset of CYP2C19 inhibition data for predicting drug metabolism from PubChem BioAssay. (1) The compound is NC(N)=NC[C@@H]1CCCCCCN1.O=S(=O)(O)O. The result is 0 (non-inhibitor). (2) The molecule is COc1ccc(S(=O)(=O)Nc2ccc(S(=O)(=O)N3CCCCC3)cc2)cc1C. The result is 1 (inhibitor). (3) The drug is Clc1ccc([C@H](Cn2ccnc2)OCc2c(Cl)cccc2Cl)c(Cl)c1. The result is 1 (inhibitor). (4) The molecule is CCOC(=O)CSc1cc(CS(=O)c2ccc(Cl)cc2)nc(-c2ccccc2)n1. The result is 1 (inhibitor). (5) The molecule is COc1cccc(Cn2c(=O)c(-c3ccccc3)nc3cncnc32)c1. The result is 1 (inhibitor). (6) The compound is COc1cccc(Cn2c(=O)c(-c3cccc(C#N)c3)nc3cnc(N4CCOCC4)nc32)c1. The result is 0 (non-inhibitor).